Dataset: Catalyst prediction with 721,799 reactions and 888 catalyst types from USPTO. Task: Predict which catalyst facilitates the given reaction. (1) Reactant: [OH:1][CH:2]1[CH2:7][CH2:6][CH:5]([C:8]([O:10][CH2:11][CH3:12])=[O:9])[CH2:4][CH2:3]1.[O:13]1[CH:18]=[CH:17][CH2:16][CH2:15][CH2:14]1. Product: [O:13]1[CH2:18][CH2:17][CH2:16][CH2:15][CH:14]1[O:1][CH:2]1[CH2:3][CH2:4][CH:5]([C:8]([O:10][CH2:11][CH3:12])=[O:9])[CH2:6][CH2:7]1. The catalyst class is: 4. (2) Reactant: [Cl:1][C:2]1[CH:7]=[CH:6][N:5]=[C:4]([N:8]2[CH2:19][CH2:18][N:17]3[C:10](=[CH:11][C:12]4[CH2:13][C:14]([CH3:21])([CH3:20])[CH2:15][C:16]=43)[C:9]2=[O:22])[C:3]=1[CH:23]=[O:24].CO.[BH4-].[Na+]. Product: [Cl:1][C:2]1[CH:7]=[CH:6][N:5]=[C:4]([N:8]2[CH2:19][CH2:18][N:17]3[C:10](=[CH:11][C:12]4[CH2:13][C:14]([CH3:21])([CH3:20])[CH2:15][C:16]=43)[C:9]2=[O:22])[C:3]=1[CH2:23][OH:24]. The catalyst class is: 4.